The task is: Predict the reaction yield, written as a fraction of the theoretical maximum amount of product (1.0 means a 100% yield; for example, 0.34 means a 34% yield).. This data is from Reaction yield outcomes from USPTO patents with 853,638 reactions. (1) The reactants are [OH:1][C:2]1[CH:3]=[C:4]2[C:9](=[CH:10][CH:11]=1)[NH:8][C:7](=[O:12])[CH2:6][CH2:5]2.[CH:13]1([N:19]2[C:23]([CH2:24][CH2:25][CH2:26][CH2:27]Cl)=[N:22][N:21]=[N:20]2)[CH2:18][CH2:17][CH2:16][CH2:15][CH2:14]1.C(=O)([O-])[O-].[K+].[K+]. The catalyst is [Cl-].C([N+](CCCC)(CCCC)CCCC)CCC.S([O-])([O-])=O.[Na+].[Na+].O. The product is [CH:13]1([N:19]2[C:23]([CH2:24][CH2:25][CH2:26][CH2:27][O:1][C:2]3[CH:3]=[C:4]4[C:9](=[CH:10][CH:11]=3)[NH:8][C:7](=[O:12])[CH2:6][CH2:5]4)=[N:22][N:21]=[N:20]2)[CH2:14][CH2:15][CH2:16][CH2:17][CH2:18]1. The yield is 0.877. (2) The catalyst is C1COCC1.Cl. The yield is 0.700. The product is [NH2:1][C:4]1[CH:5]=[CH:6][C:7]2[CH2:13][CH2:12][C:11](=[O:14])[CH2:10][CH2:9][C:8]=2[CH:15]=1. The reactants are [N+:1]([C:4]1[CH:5]=[CH:6][C:7]2[CH2:13][CH2:12][C:11](=[O:14])[CH2:10][CH2:9][C:8]=2[CH:15]=1)([O-])=O. (3) The reactants are Cl[C:2]1[N:7]=[CH:6][C:5]([O:8][C:9]2[CH:14]=[CH:13][C:12]([S:15]([NH:18][C:19]3[S:20][CH:21]=[CH:22][N:23]=3)(=[O:17])=[O:16])=[CH:11][C:10]=2[C:24]#[N:25])=[C:4]([C:26]2[N:30]([CH3:31])[N:29]=[CH:28][CH:27]=2)[CH:3]=1.[F:32][C:33]1[CH:38]=[CH:37][C:36](B(O)O)=[CH:35][CH:34]=1.C([O-])([O-])=O.[Na+].[Na+].O. The catalyst is CN(C)C=O.C1C=CC([P]([Pd]([P](C2C=CC=CC=2)(C2C=CC=CC=2)C2C=CC=CC=2)([P](C2C=CC=CC=2)(C2C=CC=CC=2)C2C=CC=CC=2)[P](C2C=CC=CC=2)(C2C=CC=CC=2)C2C=CC=CC=2)(C2C=CC=CC=2)C2C=CC=CC=2)=CC=1. The product is [C:24]([C:10]1[CH:11]=[C:12]([S:15]([NH:18][C:19]2[S:20][CH:21]=[CH:22][N:23]=2)(=[O:17])=[O:16])[CH:13]=[CH:14][C:9]=1[O:8][C:5]1[CH:6]=[N:7][C:2]([C:36]2[CH:37]=[CH:38][C:33]([F:32])=[CH:34][CH:35]=2)=[CH:3][C:4]=1[C:26]1[N:30]([CH3:31])[N:29]=[CH:28][CH:27]=1)#[N:25]. The yield is 0.450. (4) The reactants are [F:1][C:2]1[CH:17]=[C:16]([CH:18]=O)[CH:15]=[CH:14][C:3]=1[O:4][C:5]1[CH:6]=[CH:7][C:8]([C:11]([NH2:13])=[O:12])=[N:9][CH:10]=1.[O:20]1[CH2:25][CH2:24][CH:23]([CH2:26][CH2:27][NH2:28])[CH2:22][CH2:21]1. No catalyst specified. The product is [F:1][C:2]1[CH:17]=[C:16]([CH2:18][NH:28][CH2:27][CH2:26][CH:23]2[CH2:24][CH2:25][O:20][CH2:21][CH2:22]2)[CH:15]=[CH:14][C:3]=1[O:4][C:5]1[CH:6]=[CH:7][C:8]([C:11]([NH2:13])=[O:12])=[N:9][CH:10]=1. The yield is 0.442.